From a dataset of Catalyst prediction with 721,799 reactions and 888 catalyst types from USPTO. Predict which catalyst facilitates the given reaction. Reactant: [F:1][C:2]1[CH:12]=[CH:11][CH:10]=[C:9]2[C:3]=1[CH:4]=[C:5]([CH2:13][CH2:14][N:15]1[CH2:19][CH2:18][CH2:17][C@@H:16]1[CH2:20][OH:21])[O:6][C:7]2=O.C(=O)([O-])[O-].[NH4+:26].[NH4+].[OH-].[Na+]. Product: [F:1][C:2]1[CH:12]=[CH:11][CH:10]=[C:9]2[C:3]=1[CH:4]=[C:5]([CH2:13][CH2:14][N:15]1[CH2:19][CH2:18][CH2:17][C@@H:16]1[CH2:20][OH:21])[NH:26][C:7]2=[O:6]. The catalyst class is: 86.